This data is from Catalyst prediction with 721,799 reactions and 888 catalyst types from USPTO. The task is: Predict which catalyst facilitates the given reaction. (1) Reactant: Cl[C:2]([O:4][C:5]1[CH:10]=[CH:9][C:8]([N+:11]([O-:13])=[O:12])=[CH:7][CH:6]=1)=[O:3].N1C=CC=CC=1.C(Cl)Cl.[CH2:23]([N:30]1[CH2:34][CH2:33][C@@H:32]([NH2:35])[CH2:31]1)[C:24]1[CH:29]=[CH:28][CH:27]=[CH:26][CH:25]=1. Product: [N+:11]([C:8]1[CH:9]=[CH:10][C:5]([O:4][C:2](=[O:3])[NH:35][C@@H:32]2[CH2:33][CH2:34][N:30]([CH2:23][C:24]3[CH:29]=[CH:28][CH:27]=[CH:26][CH:25]=3)[CH2:31]2)=[CH:6][CH:7]=1)([O-:13])=[O:12]. The catalyst class is: 2. (2) Reactant: Br[C:2]1[CH:7]=[CH:6][C:5]([C:8]([F:11])([F:10])[F:9])=[CH:4][CH:3]=1.[CH:12]([C:14]1[CH:19]=[CH:18][C:17](B(O)O)=[CH:16][CH:15]=1)=[O:13].C(=O)([O-])[O-].[K+].[K+].O1CCCC1. Product: [F:9][C:8]([F:11])([F:10])[C:5]1[CH:6]=[CH:7][C:2]([C:17]2[CH:18]=[CH:19][C:14]([CH:12]=[O:13])=[CH:15][CH:16]=2)=[CH:3][CH:4]=1. The catalyst class is: 103. (3) Reactant: [CH2:1]([N:6]1[C:14]2[N:13]=[CH:12][NH:11][C:10]=2[C:9](=[O:15])[NH:8]/[C:7]/1=[N:16]\[NH2:17])[CH2:2][CH2:3][CH2:4][CH3:5].[C:18]([NH:28][CH2:29][C:30](O)=[O:31])([O:20][CH2:21][C:22]1[CH:27]=[CH:26][CH:25]=[CH:24][CH:23]=1)=[O:19].F[P-](F)(F)(F)(F)F.N1(O[P+](N(C)C)(N(C)C)N(C)C)C2C=CC=CC=2N=N1.C(N(CC)CC)C. Product: [O:31]=[C:30]([NH:17]/[N:16]=[C:7]1\[NH:8][C:9](=[O:15])[C:10]2[NH:11][CH:12]=[N:13][C:14]=2[N:6]\1[CH2:1][CH2:2][CH2:3][CH2:4][CH3:5])[CH2:29][NH:28][C:18](=[O:19])[O:20][CH2:21][C:22]1[CH:23]=[CH:24][CH:25]=[CH:26][CH:27]=1. The catalyst class is: 31. (4) Reactant: COC([C:5]1([CH3:26])[CH2:17][C:16]2[C:15]3[C:10](=[CH:11][CH:12]=[C:13]([O:18][CH3:19])[CH:14]=3)[NH:9][C:8]=2[CH:7]([C:20]2[CH:25]=[CH:24][CH:23]=[CH:22][CH:21]=2)[NH:6]1)=O.[Cl:27][CH2:28][CH2:29][CH2:30][N:31]=[C:32]=[O:33].O.[C:35](OCC)(=[O:37])C. Product: [Cl:27][CH2:28][CH2:29][CH2:30][N:31]1[C:35](=[O:37])[N:6]2[CH:7]([C:20]3[CH:21]=[CH:22][CH:23]=[CH:24][CH:25]=3)[C:8]3[NH:9][C:10]4[C:15]([C:16]=3[CH2:17][C:5]2([CH3:26])[C:32]1=[O:33])=[CH:14][C:13]([O:18][CH3:19])=[CH:12][CH:11]=4. The catalyst class is: 131. (5) Reactant: [NH2:1][N:2]1[C:6]([C:7]([OH:9])=O)=[CH:5][N:4]=[C:3]1[C:10]1[CH:15]=[CH:14][C:13]([CH3:16])=[CH:12][CH:11]=1.F[P-](F)(F)(F)(F)F.N1(OC(N(C)C)=[N+](C)C)C2N=CC=CC=2N=N1.[NH2:41][CH2:42][C:43]1([OH:58])[CH2:48][CH2:47][N:46]([C:49]([C:51]2[CH:56]=[CH:55][C:54]([F:57])=[CH:53][CH:52]=2)=[O:50])[CH2:45][CH2:44]1.C(N(C(C)C)C(C)C)C. Product: [NH2:1][N:2]1[C:6]([C:7]([NH:41][CH2:42][C:43]2([OH:58])[CH2:48][CH2:47][N:46]([C:49](=[O:50])[C:51]3[CH:56]=[CH:55][C:54]([F:57])=[CH:53][CH:52]=3)[CH2:45][CH2:44]2)=[O:9])=[CH:5][N:4]=[C:3]1[C:10]1[CH:15]=[CH:14][C:13]([CH3:16])=[CH:12][CH:11]=1. The catalyst class is: 9. (6) The catalyst class is: 143. Product: [NH2:1][C@H:2]([C:11]([NH:21][C@H:22]([C:33]([O:35][CH3:36])=[O:34])[CH2:23][CH2:24][CH2:25][NH:26][C:27](=[NH:32])[NH:28][N+:29]([O-:31])=[O:30])=[O:13])[CH2:3][C:4]1[CH:9]=[CH:8][CH:7]=[C:6]([F:10])[CH:5]=1. Reactant: [NH:1](C(OC(C)(C)C)=O)[C@H:2]([C:11]([OH:13])=O)[CH2:3][C:4]1[CH:9]=[CH:8][CH:7]=[C:6]([F:10])[CH:5]=1.[NH2:21][C@H:22]([C:33]([O:35][CH3:36])=[O:34])[CH2:23][CH2:24][CH2:25][NH:26][C:27](=[NH:32])[NH:28][N+:29]([O-:31])=[O:30].Cl.OC1C2N=NNC=2C=CC=1.Cl.CNC(N=C=NCC)CCNC. (7) The catalyst class is: 7. Product: [NH2:46][C:42]1[N:41]=[CH:40][N:39]=[C:38]2[C:43]=1[N:44]=[CH:45][N:37]2[C@H:28]([CH2:29][CH2:30][C:31]1[CH:32]=[CH:33][CH:34]=[CH:35][CH:36]=1)[C@@H:27]([OH:26])[CH3:47]. Reactant: [F-].C([N+](CCCC)(CCCC)CCCC)CCC.[Si]([O:26][C@@H:27]([CH3:47])[C@H:28]([N:37]1[CH:45]=[N:44][C:43]2[C:38]1=[N:39][CH:40]=[N:41][C:42]=2[NH2:46])[CH2:29][CH2:30][C:31]1[CH:36]=[CH:35][CH:34]=[CH:33][CH:32]=1)(C(C)(C)C)(C)C.ClCCl.CO. (8) Reactant: C([Li])[CH2:2][CH2:3][CH3:4].Br[C:7]1[CH:17]=[CH:16][C:10]2[O:11][C:12]([F:15])([F:14])[O:13][C:9]=2[C:8]=1[CH3:18].[CH2:19]([O:21]CC)C.Cl. Product: [F:14][C:12]1([F:15])[O:11][C:10]2[CH:16]=[CH:17][C:7]([CH:19]([OH:21])[CH:3]([CH3:2])[CH3:4])=[C:8]([CH3:18])[C:9]=2[O:13]1. The catalyst class is: 6. (9) Reactant: [F:1][C:2]([F:23])([F:22])[C:3]([C:9]1[CH:14]=[CH:13][C:12]([N:15]2[CH2:20][CH2:19][NH:18][C@H:17]([CH3:21])[CH2:16]2)=[CH:11][CH:10]=1)([OH:8])[C:4]([F:7])([F:6])[F:5].[S:24]1[CH:28]=[CH:27][CH:26]=[C:25]1[S:29](Cl)(=[O:31])=[O:30].C(N(CC)CC)C. Product: [F:23][C:2]([F:1])([F:22])[C:3]([C:9]1[CH:10]=[CH:11][C:12]([N:15]2[CH2:20][CH2:19][N:18]([S:29]([C:25]3[S:24][CH:28]=[CH:27][CH:26]=3)(=[O:31])=[O:30])[C@H:17]([CH3:21])[CH2:16]2)=[CH:13][CH:14]=1)([OH:8])[C:4]([F:7])([F:6])[F:5]. The catalyst class is: 79. (10) Reactant: Cl[CH2:2][CH2:3][CH2:4]/[C:5](=[N:13]\[S@:14]([C:16]([CH3:19])([CH3:18])[CH3:17])=[O:15])/[C:6]1[CH:11]=[CH:10][C:9]([F:12])=[CH:8][CH:7]=1. Product: [CH3:17][C:16]([S@@:14]([N:13]1[CH2:2][CH2:3][CH2:4][C@@H:5]1[C:6]1[CH:11]=[CH:10][C:9]([F:12])=[CH:8][CH:7]=1)=[O:15])([CH3:19])[CH3:18]. The catalyst class is: 5.